Dataset: Full USPTO retrosynthesis dataset with 1.9M reactions from patents (1976-2016). Task: Predict the reactants needed to synthesize the given product. (1) Given the product [NH2:26][C:25]1[N:27]=[C:11]([C:9]2[CH:8]=[CH:7][C:6]3[O:1][CH2:2][CH2:3][O:4][C:5]=3[CH:10]=2)[C:12]([C:13]#[N:14])=[C:28]([S:29][CH3:31])[N:24]=1, predict the reactants needed to synthesize it. The reactants are: [O:1]1[C:6]2[CH:7]=[CH:8][C:9]([C:11](=O)[CH2:12][C:13]#[N:14])=[CH:10][C:5]=2[O:4][CH2:3][CH2:2]1.[H-].[Na+].CI.[N+]([O-])(O)=O.[NH2:24][C:25]([NH2:27])=[NH:26].[CH3:28][S:29]([CH3:31])=O. (2) Given the product [Cl:18][C:17]1[CH:16]=[C:15]([CH2:19][CH2:20][C:21]([O:23][CH3:24])=[O:22])[CH:14]=[C:13]([Cl:25])[C:12]=1[O:11][C:2]1[CH:7]=[CH:6][C:5]([N+:8]([O-:10])=[O:9])=[CH:4][CH:3]=1, predict the reactants needed to synthesize it. The reactants are: F[C:2]1[CH:7]=[CH:6][C:5]([N+:8]([O-:10])=[O:9])=[CH:4][CH:3]=1.[OH:11][C:12]1[C:17]([Cl:18])=[CH:16][C:15]([CH2:19][CH2:20][C:21]([O:23][CH3:24])=[O:22])=[CH:14][C:13]=1[Cl:25].C(=O)([O-])[O-].[K+].[K+].